This data is from Full USPTO retrosynthesis dataset with 1.9M reactions from patents (1976-2016). The task is: Predict the reactants needed to synthesize the given product. (1) Given the product [Cl:1][C:2]1[CH:3]=[C:4]([NH:16][C:17]2[C:26]3[C:21](=[CH:22][CH:23]=[CH:24][C:25]=3[O:27][C@@H:28]([CH3:32])[C:29]([NH2:33])=[O:31])[N:20]=[CH:19][N:18]=2)[CH:5]=[CH:6][C:7]=1[O:8][CH2:9][C:10]1[CH:15]=[CH:14][CH:13]=[CH:12][N:11]=1, predict the reactants needed to synthesize it. The reactants are: [Cl:1][C:2]1[CH:3]=[C:4]([NH:16][C:17]2[C:26]3[C:21](=[CH:22][CH:23]=[CH:24][C:25]=3[O:27][C@@H:28]([CH3:32])[C:29]([OH:31])=O)[N:20]=[CH:19][N:18]=2)[CH:5]=[CH:6][C:7]=1[O:8][CH2:9][C:10]1[CH:15]=[CH:14][CH:13]=[CH:12][N:11]=1.[NH3:33]. (2) Given the product [F:10][CH:11]([F:14])[CH2:12][O:9][C:4]1[CH:5]=[CH:6][CH:7]=[CH:8][C:3]=1[C:1]#[N:2], predict the reactants needed to synthesize it. The reactants are: [C:1]([C:3]1[CH:8]=[CH:7][CH:6]=[CH:5][C:4]=1[OH:9])#[N:2].[F:10][CH:11]([F:14])[CH2:12]O.C1(P(C2C=CC=CC=2)C2C=CC=CC=2)C=CC=CC=1.N(C(OC(C)C)=O)=NC(OC(C)C)=O. (3) Given the product [N:3]12[CH2:11][CH2:10][CH:7]([CH2:8][CH2:9]1)[N:6]([C:18]([C:14]1[C:13]([NH2:12])=[CH:17][S:16][N:15]=1)=[O:19])[CH2:5][CH2:4]2, predict the reactants needed to synthesize it. The reactants are: Cl.Cl.[N:3]12[CH2:11][CH2:10][CH:7]([CH2:8][CH2:9]1)[NH:6][CH2:5][CH2:4]2.[NH2:12][C:13]1[C:14]([C:18](O)=[O:19])=[N:15][S:16][CH:17]=1. (4) Given the product [Cl:1][C:2]1[N:3]=[N:4][C:5]([NH2:15])=[CH:6][C:7]=1[C:8]1[CH:13]=[CH:12][CH:11]=[CH:10][CH:9]=1, predict the reactants needed to synthesize it. The reactants are: [Cl:1][C:2]1[N:3]=[N:4][C:5](Cl)=[CH:6][C:7]=1[C:8]1[CH:13]=[CH:12][CH:11]=[CH:10][CH:9]=1.[NH4+:15].[OH-]. (5) Given the product [N:1]1[CH:6]=[CH:5][N:4]=[CH:3][C:2]=1[C:7]1[S:11][CH:10]=[C:9](/[CH:12]=[CH:22]/[CH:23]=[O:24])[CH:8]=1, predict the reactants needed to synthesize it. The reactants are: [N:1]1[CH:6]=[CH:5][N:4]=[CH:3][C:2]=1[C:7]1[S:11][CH:10]=[C:9]([CH:12]=O)[CH:8]=1.N1(C2C=C[C:22]([CH:23]=[O:24])=CC=2)C=CC=N1. (6) The reactants are: [C:1]([O:5][C:6](=[O:31])[NH:7][CH:8]1[CH2:13][CH2:12][CH:11]([NH:14][C:15]2[C:16]3[N:17]([C:21]([C:24]4[CH:29]=[CH:28][CH:27]=[C:26](Br)[N:25]=4)=[CH:22][N:23]=3)[CH:18]=[CH:19][N:20]=2)[CH2:10][CH2:9]1)([CH3:4])([CH3:3])[CH3:2].[Cl:32][C:33]1[CH:40]=[CH:39][CH:38]=[CH:37][C:34]=1[CH2:35][NH2:36].CN(C1C(C2C(P(C3CCCCC3)C3CCCCC3)=CC=CC=2)=CC=CC=1)C.CC([O-])(C)C.[Na+]. Given the product [C:1]([O:5][C:6](=[O:31])[NH:7][CH:8]1[CH2:13][CH2:12][CH:11]([NH:14][C:15]2[C:16]3[N:17]([C:21]([C:24]4[CH:29]=[CH:28][CH:27]=[C:26]([NH:36][CH2:35][C:34]5[CH:37]=[CH:38][CH:39]=[CH:40][C:33]=5[Cl:32])[N:25]=4)=[CH:22][N:23]=3)[CH:18]=[CH:19][N:20]=2)[CH2:10][CH2:9]1)([CH3:4])([CH3:3])[CH3:2], predict the reactants needed to synthesize it. (7) The reactants are: C([N:8]1[CH2:13][CH2:12][CH:11]([CH2:14][CH2:15][C:16]2[CH:21]=[CH:20][CH:19]=[C:18]3[O:22][CH2:23][O:24][C:17]=23)[CH2:10][CH2:9]1)C1C=CC=CC=1.ClC(OC(Cl)=O)C. Given the product [CH2:23]1[O:22][C:18]2[C:17](=[C:16]([CH:21]=[CH:20][CH:19]=2)[CH2:15][CH2:14][CH:11]2[CH2:10][CH2:9][NH:8][CH2:13][CH2:12]2)[O:24]1, predict the reactants needed to synthesize it.